From a dataset of Forward reaction prediction with 1.9M reactions from USPTO patents (1976-2016). Predict the product of the given reaction. (1) Given the reactants [CH2:1]([O:8][C:9]1[C:14](=[O:15])[N:13]([CH3:16])[C:12](SC)=[N:11][C:10]=1[C:19]([O:21][CH3:22])=[O:20])[C:2]1[CH:7]=[CH:6][CH:5]=[CH:4][CH:3]=1.[CH3:23]O.C(Cl)Cl.O[O:29][S:30]([O-:32])=O.[K+], predict the reaction product. The product is: [CH3:22][O:21][C:19]([C:10]1[N:11]=[C:12]([S:30]([CH3:23])(=[O:32])=[O:29])[N:13]([CH3:16])[C:14](=[O:15])[C:9]=1[O:8][CH2:1][C:2]1[CH:7]=[CH:6][CH:5]=[CH:4][CH:3]=1)=[O:20]. (2) Given the reactants [F:1][CH:2]([F:28])[C:3]1[CH:12]=[C:11]2[C:6]([C:7](=[O:19])[N:8]([NH:14][S:15]([CH3:18])(=[O:17])=[O:16])[C:9](=[O:13])[NH:10]2)=[CH:5][C:4]=1[C:20]1[N:21]([CH:25]([CH3:27])[CH3:26])[N:22]=[CH:23][CH:24]=1.[C:29](Cl)(=[O:33])[CH2:30][CH2:31][CH3:32], predict the reaction product. The product is: [C:29]([N:14]([N:8]1[C:7](=[O:19])[C:6]2[C:11](=[CH:12][C:3]([CH:2]([F:1])[F:28])=[C:4]([C:20]3[N:21]([CH:25]([CH3:26])[CH3:27])[N:22]=[CH:23][CH:24]=3)[CH:5]=2)[NH:10][C:9]1=[O:13])[S:15]([CH3:18])(=[O:16])=[O:17])(=[O:33])[CH2:30][CH2:31][CH3:32]. (3) The product is: [Cl:17][C:7]1[C:6]2[CH:1]=[CH:2][CH:3]=[CH:4][C:5]=2[S:11][C:10]2[CH:12]=[CH:13][CH:14]=[CH:15][C:9]=2[N:8]=1. Given the reactants [CH:1]1[C:6]2[C:7](=O)[NH:8][C:9]3[CH:15]=[CH:14][CH:13]=[CH:12][C:10]=3[S:11][C:5]=2[CH:4]=[CH:3][CH:2]=1.[Cl:17]CCl.P(Cl)(Cl)(Cl)(Cl)Cl.S1C=CC=NC=C1, predict the reaction product. (4) The product is: [NH2:8][C@H:9]1[CH2:13][CH2:12][N:11]([CH2:14][C:15]2[CH:20]=[CH:19][C:18]([F:21])=[CH:17][CH:16]=2)[CH2:10]1. Given the reactants C(OC([NH:8][C@H:9]1[CH2:13][CH2:12][N:11]([CH2:14][C:15]2[CH:20]=[CH:19][C:18]([F:21])=[CH:17][CH:16]=2)[CH2:10]1)=O)(C)(C)C, predict the reaction product. (5) Given the reactants [OH:1][N:2]1[C:6](=[O:7])[C:5]2=[CH:8][CH:9]=[CH:10][CH:11]=[C:4]2[C:3]1=[O:12].C1(P(C2C=CC=CC=2)C2C=CC=CC=2)C=CC=CC=1.[CH3:32][C:33]1([CH3:40])[O:37][C@H:36]([CH2:38]O)[CH2:35][O:34]1.N(C(OCC)=O)=NC(OCC)=O, predict the reaction product. The product is: [CH3:32][C:33]1([CH3:40])[O:37][C@H:36]([CH2:38][O:1][N:2]2[C:3](=[O:12])[C:4]3[C:5](=[CH:8][CH:9]=[CH:10][CH:11]=3)[C:6]2=[O:7])[CH2:35][O:34]1. (6) The product is: [CH:24]([C:13]1([CH:12]=[CH:11][CH3:10])[C:18](=[O:19])[O:17][C:15](=[O:16])[C:14]1([CH:14]=[CH:13][CH3:18])[CH:10]=[CH:11][CH3:12])=[CH:23][CH3:22]. Given the reactants CCCCCCCCC[CH2:10]/[CH:11]=[CH:12]/[CH:13]1[C:18](=[O:19])[O:17][C:15](=[O:16])[CH2:14]1.[OH-].[K+].[CH3:22][C:23]#[CH:24], predict the reaction product. (7) Given the reactants CC1(C)CCCC(C)(C)N1.C([Li])CCC.[Li]N1C(C)(C)CCCC1(C)C.C([O:30][B:31](OC(C)C)[O:32]C(C)C)(C)C.[C:40](#[N:47])[C:41]1[CH:46]=[CH:45][CH:44]=[CH:43][CH:42]=1.Cl, predict the reaction product. The product is: [C:40]([C:41]1[CH:46]=[CH:45][CH:44]=[CH:43][C:42]=1[B:31]([OH:32])[OH:30])#[N:47].